Predict the reactants needed to synthesize the given product. From a dataset of Full USPTO retrosynthesis dataset with 1.9M reactions from patents (1976-2016). (1) Given the product [ClH:20].[NH2:15][C:11]1[CH:12]=[C:13]2[C:8](=[C:9]([O:23][CH3:21])[CH:10]=1)[NH:7][C:6]([C:4]([OH:3])=[O:5])=[CH:14]2, predict the reactants needed to synthesize it. The reactants are: C([O:3][C:4]([C:6]1[NH:7][C:8]2[C:13]([CH:14]=1)=[CH:12][C:11]([NH:15]C(=O)C)=[CH:10][C:9]=2Br)=[O:5])C.[ClH:20].[CH2:21]([OH:23])C. (2) Given the product [NH2:1][C:2](=[O:25])[CH2:3][O:4][CH2:5][C:6]1[N:10]=[C:9]([C@H:11]([CH2:16][CH2:17][CH2:18][CH:19]2[CH2:24][CH2:23][CH2:22][CH2:21][CH2:20]2)[CH2:12][C:13]([NH:44][OH:43])=[O:14])[O:8][N:7]=1, predict the reactants needed to synthesize it. The reactants are: [NH2:1][C:2](=[O:25])[CH2:3][O:4][CH2:5][C:6]1[N:10]=[C:9]([C@H:11]([CH2:16][CH2:17][CH2:18][CH:19]2[CH2:24][CH2:23][CH2:22][CH2:21][CH2:20]2)[CH2:12][C:13](O)=[O:14])[O:8][N:7]=1.CN1CCOCC1.ClC(OCC(C)C)=O.C[Si](C)(C)[O:43][NH2:44]. (3) Given the product [CH3:21][O:22][C:23](=[O:35])[C:24]1[CH:29]=[CH:28][C:27]([CH2:30][N:9]2[CH:8]([C:3]3[C:2]([CH3:1])=[CH:7][CH:6]=[CH:5][N:4]=3)[CH2:13][CH2:12][CH2:11][CH:10]2[C:14]2[C:19]([CH3:20])=[CH:18][CH:17]=[CH:16][N:15]=2)=[C:26]([N+:32]([O-:34])=[O:33])[CH:25]=1, predict the reactants needed to synthesize it. The reactants are: [CH3:1][C:2]1[C:3]([CH:8]2[CH2:13][CH2:12][CH2:11][CH:10]([C:14]3[C:19]([CH3:20])=[CH:18][CH:17]=[CH:16][N:15]=3)[NH:9]2)=[N:4][CH:5]=[CH:6][CH:7]=1.[CH3:21][O:22][C:23](=[O:35])[C:24]1[CH:29]=[CH:28][C:27]([CH2:30]Br)=[C:26]([N+:32]([O-:34])=[O:33])[CH:25]=1.CCN(C(C)C)C(C)C. (4) The reactants are: Cl.[NH2:2][C@@H:3]([CH2:10][CH:11]1[CH2:16][CH2:15][CH2:14][CH2:13][CH2:12]1)[C@H:4]([OH:9])[CH2:5][N:6]=[N+:7]=[N-:8].[CH3:17][O:18][C:19]1[C:20](=O)[C:21](=[O:25])[C:22]=1[O:23]C.C(N(CC)CC)C. Given the product [N:6]([CH2:5][C@@H:4]([OH:9])[C@@H:3]([NH:2][C:20]1[C:21](=[O:25])[C:22](=[O:23])[C:19]=1[O:18][CH3:17])[CH2:10][CH:11]1[CH2:16][CH2:15][CH2:14][CH2:13][CH2:12]1)=[N+:7]=[N-:8], predict the reactants needed to synthesize it. (5) Given the product [CH3:21][C:20]1[O:19][C:18]([C:22]2[CH:23]=[CH:24][CH:25]=[CH:26][CH:27]=2)=[N:17][C:16]=1[CH2:15][CH2:14][O:13][C:10]1[CH:11]=[CH:12][C:7]([CH2:6][CH2:5][C:4]([OH:3])=[O:29])=[C:8]([O:28][CH2:32][C:33]2[CH:38]=[CH:37][CH:36]=[CH:35][N:34]=2)[CH:9]=1, predict the reactants needed to synthesize it. The reactants are: C([O:3][C:4](=[O:29])[CH2:5][CH2:6][C:7]1[CH:12]=[CH:11][C:10]([O:13][CH2:14][CH2:15][C:16]2[N:17]=[C:18]([C:22]3[CH:27]=[CH:26][CH:25]=[CH:24][CH:23]=3)[O:19][C:20]=2[CH3:21])=[CH:9][C:8]=1[OH:28])C.Br.Br[CH2:32][C:33]1[CH:38]=[CH:37][CH:36]=[CH:35][N:34]=1.[H-].[Na+].[Li+].[OH-]. (6) Given the product [CH3:22][O:23][CH2:24][CH2:25][CH2:26][NH:27][C:2]1[C:11]([N+:12]([O-:14])=[O:13])=[CH:10][CH:9]=[CH:8][C:3]=1[C:4]([O:6][CH3:7])=[O:5], predict the reactants needed to synthesize it. The reactants are: Cl[C:2]1[C:11]([N+:12]([O-:14])=[O:13])=[CH:10][CH:9]=[CH:8][C:3]=1[C:4]([O:6][CH3:7])=[O:5].C(N(CC)CC)C.[CH3:22][O:23][CH2:24][CH2:25][CH2:26][NH2:27]. (7) The reactants are: [Cl-].[Al+3].[Cl-].[Cl-].[H-].[Al+3].[Li+].[H-].[H-].[H-].[CH3:11][C:12]1([CH2:17][CH2:18][CH2:19][CH:20]([CH3:22])[CH3:21])[O:16][CH2:15][CH2:14][O:13]1.C(OCC)(=O)C. Given the product [CH3:11][CH:12]([O:13][CH2:14][CH2:15][OH:16])[CH2:17][CH2:18][CH2:19][CH:20]([CH3:21])[CH3:22], predict the reactants needed to synthesize it.